Dataset: CYP2C19 inhibition data for predicting drug metabolism from PubChem BioAssay. Task: Regression/Classification. Given a drug SMILES string, predict its absorption, distribution, metabolism, or excretion properties. Task type varies by dataset: regression for continuous measurements (e.g., permeability, clearance, half-life) or binary classification for categorical outcomes (e.g., BBB penetration, CYP inhibition). Dataset: cyp2c19_veith. (1) The result is 1 (inhibitor). The drug is CSc1ccc(C#N)cc1NC(=O)c1cccc(Cl)c1. (2) The drug is Cc1cccc(CNc2ccnc(-c3cccnc3)n2)c1. The result is 1 (inhibitor).